This data is from NCI-60 drug combinations with 297,098 pairs across 59 cell lines. The task is: Regression. Given two drug SMILES strings and cell line genomic features, predict the synergy score measuring deviation from expected non-interaction effect. (1) Drug 1: CC1=C2C(C(=O)C3(C(CC4C(C3C(C(C2(C)C)(CC1OC(=O)C(C(C5=CC=CC=C5)NC(=O)C6=CC=CC=C6)O)O)OC(=O)C7=CC=CC=C7)(CO4)OC(=O)C)O)C)OC(=O)C. Drug 2: CC1CCC2CC(C(=CC=CC=CC(CC(C(=O)C(C(C(=CC(C(=O)CC(OC(=O)C3CCCCN3C(=O)C(=O)C1(O2)O)C(C)CC4CCC(C(C4)OC)OCCO)C)C)O)OC)C)C)C)OC. Cell line: CCRF-CEM. Synergy scores: CSS=3.04, Synergy_ZIP=16.6, Synergy_Bliss=13.7, Synergy_Loewe=-5.84, Synergy_HSA=1.50. (2) Drug 1: CC1C(C(CC(O1)OC2CC(OC(C2O)C)OC3=CC4=CC5=C(C(=O)C(C(C5)C(C(=O)C(C(C)O)O)OC)OC6CC(C(C(O6)C)O)OC7CC(C(C(O7)C)O)OC8CC(C(C(O8)C)O)(C)O)C(=C4C(=C3C)O)O)O)O. Drug 2: CCCCC(=O)OCC(=O)C1(CC(C2=C(C1)C(=C3C(=C2O)C(=O)C4=C(C3=O)C=CC=C4OC)O)OC5CC(C(C(O5)C)O)NC(=O)C(F)(F)F)O. Cell line: SK-MEL-5. Synergy scores: CSS=91.2, Synergy_ZIP=14.4, Synergy_Bliss=12.8, Synergy_Loewe=2.38, Synergy_HSA=13.7. (3) Drug 1: CC1OCC2C(O1)C(C(C(O2)OC3C4COC(=O)C4C(C5=CC6=C(C=C35)OCO6)C7=CC(=C(C(=C7)OC)O)OC)O)O. Drug 2: CC1C(C(CC(O1)OC2CC(CC3=C2C(=C4C(=C3O)C(=O)C5=CC=CC=C5C4=O)O)(C(=O)C)O)N)O. Cell line: SF-539. Synergy scores: CSS=73.1, Synergy_ZIP=-0.591, Synergy_Bliss=-2.55, Synergy_Loewe=-1.14, Synergy_HSA=0.396. (4) Drug 1: CN(CCCl)CCCl.Cl. Drug 2: C1CNP(=O)(OC1)N(CCCl)CCCl. Cell line: HOP-92. Synergy scores: CSS=23.0, Synergy_ZIP=2.98, Synergy_Bliss=2.30, Synergy_Loewe=-17.8, Synergy_HSA=0.639. (5) Drug 1: CC=C1C(=O)NC(C(=O)OC2CC(=O)NC(C(=O)NC(CSSCCC=C2)C(=O)N1)C(C)C)C(C)C. Drug 2: N.N.Cl[Pt+2]Cl. Cell line: HL-60(TB). Synergy scores: CSS=69.0, Synergy_ZIP=0.385, Synergy_Bliss=-0.331, Synergy_Loewe=-8.86, Synergy_HSA=1.63. (6) Drug 1: CN1CCC(CC1)COC2=C(C=C3C(=C2)N=CN=C3NC4=C(C=C(C=C4)Br)F)OC. Drug 2: CS(=O)(=O)C1=CC(=C(C=C1)C(=O)NC2=CC(=C(C=C2)Cl)C3=CC=CC=N3)Cl. Cell line: HT29. Synergy scores: CSS=23.4, Synergy_ZIP=4.94, Synergy_Bliss=8.56, Synergy_Loewe=1.67, Synergy_HSA=5.30. (7) Drug 1: C1=CC(=CC=C1C#N)C(C2=CC=C(C=C2)C#N)N3C=NC=N3. Drug 2: C1=CC=C(C(=C1)C(C2=CC=C(C=C2)Cl)C(Cl)Cl)Cl. Cell line: ACHN. Synergy scores: CSS=-3.08, Synergy_ZIP=3.43, Synergy_Bliss=2.22, Synergy_Loewe=-5.91, Synergy_HSA=-5.89.